Dataset: Catalyst prediction with 721,799 reactions and 888 catalyst types from USPTO. Task: Predict which catalyst facilitates the given reaction. (1) Reactant: C1(P(C2C=CC=CC=2)C2C=CC=CC=2)C=CC=CC=1.[OH:20][C:21]1[CH:26]=[CH:25][C:24]([C:27]2[CH:32]=[C:31]([NH:33][C:34]3[N:39]=[C:38]([C:40]([F:43])([F:42])[F:41])[CH:37]=[CH:36][N:35]=3)[CH:30]=[C:29]([CH3:44])[CH:28]=2)=[CH:23][C:22]=1[C:45]([O:47]C)=[O:46].[CH3:49][C:50](OC(/N=N/C(O[C:50]([CH3:52])([CH3:51])[CH3:49])=O)=O)([CH3:52])[CH3:51].CC(C)CO.[OH-].[Na+]. Product: [CH3:44][C:29]1[CH:28]=[C:27]([C:24]2[CH:25]=[CH:26][C:21]([O:20][CH2:49][CH:50]([CH3:52])[CH3:51])=[C:22]([C:45]([OH:47])=[O:46])[CH:23]=2)[CH:32]=[C:31]([NH:33][C:34]2[N:39]=[C:38]([C:40]([F:42])([F:41])[F:43])[CH:37]=[CH:36][N:35]=2)[CH:30]=1. The catalyst class is: 36. (2) Product: [NH2:18][CH2:17][CH2:16][CH2:15][NH:14][C:12]([C:9]1[CH:8]=[C:7]([C:1]2[CH:6]=[CH:5][CH:4]=[CH:3][CH:2]=2)[O:11][N:10]=1)=[O:13]. Reactant: [C:1]1([C:7]2[O:11][N:10]=[C:9]([C:12]([NH:14][CH2:15][CH2:16][CH2:17][NH:18]C(=O)OC(C)(C)C)=[O:13])[CH:8]=2)[CH:6]=[CH:5][CH:4]=[CH:3][CH:2]=1.C(Cl)Cl.Cl. The catalyst class is: 12. (3) Reactant: [C:1]([O:5][C:6](=[O:25])[N:7]([CH2:11][CH2:12][O:13][C:14]1[N:19]=[C:18]([O:20][CH3:21])[C:17]([N+:22]([O-])=O)=[CH:16][N:15]=1)[CH2:8][CH2:9][CH3:10])([CH3:4])([CH3:3])[CH3:2].C([O-])=O.[NH4+]. Product: [C:1]([O:5][C:6](=[O:25])[N:7]([CH2:11][CH2:12][O:13][C:14]1[N:19]=[C:18]([O:20][CH3:21])[C:17]([NH2:22])=[CH:16][N:15]=1)[CH2:8][CH2:9][CH3:10])([CH3:2])([CH3:3])[CH3:4]. The catalyst class is: 386. (4) The catalyst class is: 21. Reactant: [CH3:1][C:2]([NH:5][CH2:6][C:7]([NH:9][C:10]1[CH:11]=[C:12]([N:40]([CH3:42])[CH3:41])[C:13]2[CH2:25][C@@H:24]3[C:19](=[C:20]([OH:39])[C@:21]4([OH:38])[C:29](=[O:30])[C:28]([C:31]([NH2:33])=[O:32])=[C:27]([OH:34])[C@@H:26]([N:35]([CH3:37])[CH3:36])[C@@H:22]4[CH2:23]3)[C:17](=[O:18])[C:14]=2[C:15]=1[OH:16])=[O:8])([CH3:4])[CH3:3].[ClH:43]. Product: [CH3:4][C:2]([NH:5][CH2:6][C:7]([NH:9][C:10]1[CH:11]=[C:12]([N:40]([CH3:42])[CH3:41])[C:13]2[CH2:25][C@@H:24]3[C:19](=[C:17]([OH:18])[C:14]=2[C:15]=1[OH:16])[C:20](=[O:39])[C@@:21]1([OH:38])[C@H:22]([C@H:26]([N:35]([CH3:36])[CH3:37])[C:27]([C:28]([C:31]([NH2:33])=[O:32])=[C:29]1[OH:30])=[O:34])[CH2:23]3)=[O:8])([CH3:1])[CH3:3].[ClH:43].